From a dataset of Full USPTO retrosynthesis dataset with 1.9M reactions from patents (1976-2016). Predict the reactants needed to synthesize the given product. (1) Given the product [F:38][C:39]1[CH:44]=[CH:43][C:42]([C:45]([CH2:46][N:47]2[C:51]([CH3:52])=[CH:50][N:49]=[CH:48]2)=[CH:10][C:9]2[CH:30]=[CH:31][C:6]([C:4]([O:3][CH3:2])=[O:5])=[C:7]([C:32]3[CH:37]=[CH:36][CH:35]=[CH:34][CH:33]=3)[CH:8]=2)=[CH:41][CH:40]=1, predict the reactants needed to synthesize it. The reactants are: [Br-].[CH3:2][O:3][C:4]([C:6]1[CH:31]=[CH:30][C:9]([CH2:10][P+](C2C=CC=CC=2)(C2C=CC=CC=2)C2C=CC=CC=2)=[CH:8][C:7]=1[C:32]1[CH:37]=[CH:36][CH:35]=[CH:34][CH:33]=1)=[O:5].[F:38][C:39]1[CH:44]=[CH:43][C:42]([C:45](=O)[CH2:46][N:47]2[C:51]([CH3:52])=[CH:50][N:49]=[CH:48]2)=[CH:41][CH:40]=1. (2) Given the product [NH2:1][C@H:2]1[CH2:7][CH2:6][CH2:5][CH2:4][C@H:3]1[NH:8][C:9]1[N:14]=[C:13]([NH:35][C:34]2[CH:36]=[C:37]([N:39]3[CH:43]=[N:42][N:41]=[N:40]3)[CH:38]=[C:32]([O:31][CH3:30])[CH:33]=2)[C:12]([C:27]([NH2:29])=[O:28])=[CH:11][N:10]=1, predict the reactants needed to synthesize it. The reactants are: [NH2:1][C@H:2]1[CH2:7][CH2:6][CH2:5][CH2:4][C@H:3]1[NH:8][C:9]1[N:14]=[C:13](NC2C=CC(C3ON=CC=3)=CC=2)[C:12]([C:27]([NH2:29])=[O:28])=[CH:11][N:10]=1.[CH3:30][O:31][C:32]1[CH:33]=[C:34]([CH:36]=[C:37]([N:39]2[CH:43]=[N:42][N:41]=[N:40]2)[CH:38]=1)[NH2:35]. (3) The reactants are: C([Li])CCC.B(OC(C)C)(OC(C)C)OC(C)C.Br[C:20]1[CH:25]=[CH:24][C:23]([S:26]([N:29]2[CH2:33][CH2:32][CH2:31][CH2:30]2)(=[O:28])=[O:27])=[CH:22][CH:21]=1.[ClH:34].C(=O)([O-])[O-].[Na+].[Na+].[NH2:41][C:42]1[C:43]([C:49]([NH:51][CH2:52][CH2:53][N:54]2[CH2:59][CH2:58][O:57][CH2:56][CH2:55]2)=[O:50])=[N:44][C:45](Br)=[CH:46][N:47]=1. Given the product [ClH:34].[NH2:41][C:42]1[C:43]([C:49]([NH:51][CH2:52][CH2:53][N:54]2[CH2:59][CH2:58][O:57][CH2:56][CH2:55]2)=[O:50])=[N:44][C:45]([C:20]2[CH:25]=[CH:24][C:23]([S:26]([N:29]3[CH2:33][CH2:32][CH2:31][CH2:30]3)(=[O:28])=[O:27])=[CH:22][CH:21]=2)=[CH:46][N:47]=1, predict the reactants needed to synthesize it. (4) Given the product [F:1][CH2:2][C:3]1[CH:4]=[CH:5][C:6]([C:7]([NH:9][CH2:10][CH2:11][SH:12])=[O:8])=[CH:32][CH:33]=1, predict the reactants needed to synthesize it. The reactants are: [F:1][CH2:2][C:3]1[CH:33]=[CH:32][C:6]([C:7]([NH:9][CH2:10][CH2:11][S:12]C(C2C=CC=CC=2)(C2C=CC=CC=2)C2C=CC=CC=2)=[O:8])=[CH:5][CH:4]=1.C(O)(C(F)(F)F)=O. (5) Given the product [C:1]([C:3]1[CH:4]=[C:5]([CH:10]=[C:11]([I:14])[C:12]=1[O:13][CH3:15])[C:6]([O:8][CH3:9])=[O:7])#[N:2], predict the reactants needed to synthesize it. The reactants are: [C:1]([C:3]1[CH:4]=[C:5]([CH:10]=[C:11]([I:14])[C:12]=1[OH:13])[C:6]([O:8][CH3:9])=[O:7])#[N:2].[C:15](=O)([O-])[O-].[K+].[K+].COS(=O)(=O)OC.